Dataset: Forward reaction prediction with 1.9M reactions from USPTO patents (1976-2016). Task: Predict the product of the given reaction. (1) Given the reactants C([O:4][C:5]1[CH:6]=[C:7]([CH2:15][C:16]([O:18][C:19]([CH3:22])([CH3:21])[CH3:20])=[O:17])[CH:8]=[C:9]([CH3:14])[C:10]=1[N+:11]([O-:13])=[O:12])(=O)C.[OH-].[Li+].C(OCC)(=O)C.[Cl-].[Na+], predict the reaction product. The product is: [OH:4][C:5]1[CH:6]=[C:7]([CH2:15][C:16]([O:18][C:19]([CH3:22])([CH3:21])[CH3:20])=[O:17])[CH:8]=[C:9]([CH3:14])[C:10]=1[N+:11]([O-:13])=[O:12]. (2) Given the reactants [CH:1]1([N:4]2[CH2:9][CH2:8][CH:7]([C:10]([NH:12][OH:13])=[NH:11])[CH2:6][CH2:5]2)[CH2:3][CH2:2]1.[C:14]([C:16]1[CH:24]=[CH:23][C:19]([C:20](Cl)=O)=[CH:18][CH:17]=1)#[N:15], predict the reaction product. The product is: [CH:1]1([N:4]2[CH2:9][CH2:8][CH:7]([C:10]3[N:11]=[C:20]([C:19]4[CH:23]=[CH:24][C:16]([C:14]#[N:15])=[CH:17][CH:18]=4)[O:13][N:12]=3)[CH2:6][CH2:5]2)[CH2:2][CH2:3]1. (3) Given the reactants Cl.[Cl:2][C:3]1[CH:8]=[CH:7][C:6]([NH:9]N)=[CH:5][CH:4]=1.BrCC([O:15][CH2:16][CH3:17])=O.Cl[C:19]1[CH:24]=C[C:22]([N:25]([CH2:27]C(OCC)=O)N)=[CH:21][CH:20]=1.C(OC(OCC)[CH2:37][CH2:38][CH2:39][NH:40][CH3:41])C.ClC1C=C2C(=CC=1)N(CC(OCC)=O)C=C2CCNC.C=O.C(O)(C(F)(F)F)=O.ClC1C=C2C(=CC=1)N(CC(O)=O)C1CN(C)CCC2=1.N1CCCC1.CCN=C=NCCCN(C)C, predict the reaction product. The product is: [Cl:2][C:3]1[CH:8]=[C:7]2[C:6](=[CH:5][CH:4]=1)[N:9]([CH2:17][C:16]([N:40]1[CH2:39][CH2:38][CH2:37][CH2:41]1)=[O:15])[C:21]1[CH2:22][N:25]([CH3:27])[CH2:24][CH2:19][C:20]2=1. (4) Given the reactants [CH2:1]([O:8][C:9](=[O:35])[NH:10][C@H:11]([C:16]([N:18]1[CH2:22][CH2:21][C@H:20]2[N:23]([C:27](=[O:34])[C:28]3[CH:33]=[CH:32][CH:31]=[CH:30][CH:29]=3)[CH2:24][C@H:25]([OH:26])[C@@H:19]12)=[O:17])[CH2:12][CH:13]([CH3:15])[CH3:14])[C:2]1[CH:7]=[CH:6][CH:5]=[CH:4][CH:3]=1.CC(OI1(OC(C)=O)(OC(C)=O)OC(=O)C2C=CC=CC1=2)=O, predict the reaction product. The product is: [CH2:1]([O:8][C:9](=[O:35])[NH:10][C@H:11]([C:16]([N:18]1[CH2:22][CH2:21][C@H:20]2[N:23]([C:27](=[O:34])[C:28]3[CH:29]=[CH:30][CH:31]=[CH:32][CH:33]=3)[CH2:24][C:25](=[O:26])[C@@H:19]12)=[O:17])[CH2:12][CH:13]([CH3:15])[CH3:14])[C:2]1[CH:7]=[CH:6][CH:5]=[CH:4][CH:3]=1. (5) The product is: [CH3:19][O:20][C:21](=[O:33])[CH2:22][C@H:23]1[C:27]2[CH:28]=[CH:29][C:30]([O:18][C@H:13]3[C:14]4[C:10](=[C:9]([C:3]([O:2][CH3:1])([CH3:8])[C:4]([CH3:7])([CH3:5])[CH3:6])[CH:17]=[CH:16][CH:15]=4)[CH2:11][CH2:12]3)=[CH:31][C:26]=2[O:25][CH2:24]1. Given the reactants [CH3:1][O:2][C:3]([C:9]1[CH:17]=[CH:16][CH:15]=[C:14]2[C:10]=1[CH2:11][CH2:12][C@@H:13]2[OH:18])([CH3:8])[C:4]([CH3:7])([CH3:6])[CH3:5].[CH3:19][O:20][C:21](=[O:33])[CH2:22][C@H:23]1[C:27]2[CH:28]=[CH:29][C:30](O)=[CH:31][C:26]=2[O:25][CH2:24]1, predict the reaction product.